From a dataset of Forward reaction prediction with 1.9M reactions from USPTO patents (1976-2016). Predict the product of the given reaction. (1) Given the reactants [Br:1][C:2]1[CH:3]=[C:4]([CH:8]([O:15][Si](C(C)(C)C)(C)C)[CH2:9][CH:10]([OH:14])[CH2:11][CH:12]=[CH2:13])[CH:5]=[CH:6][CH:7]=1.[F-].C([N+](CCCC)(CCCC)CCCC)CCC, predict the reaction product. The product is: [Br:1][C:2]1[CH:3]=[C:4]([CH:8]([OH:15])[CH2:9][CH:10]([OH:14])[CH2:11][CH:12]=[CH2:13])[CH:5]=[CH:6][CH:7]=1. (2) Given the reactants [H-].[Na+].[Cl:3][C:4]1[CH:9]=[CH:8][CH:7]=[C:6]([F:10])[C:5]=1[CH2:11][C:12]([O:14]CC)=O.[C:17]([O:20][C:21](=O)[CH3:22])(=[O:19])[CH3:18].Cl, predict the reaction product. The product is: [Cl:3][C:4]1[CH:9]=[CH:8][CH:7]=[C:6]([F:10])[C:5]=1[CH2:11][C:12](=[O:14])[CH2:18][C:17]([O:20][CH2:21][CH3:22])=[O:19].